From a dataset of Reaction yield outcomes from USPTO patents with 853,638 reactions. Predict the reaction yield, written as a fraction of the theoretical maximum amount of product (1.0 means a 100% yield; for example, 0.34 means a 34% yield). (1) The reactants are Cl.[NH2:2][CH:3]1[CH2:12][CH2:11][C:10]2[C:5](=[CH:6][CH:7]=[C:8]([Br:13])[CH:9]=2)[C:4]1=[O:14].C(N(C(C)C)CC)(C)C.[C:24](Cl)(=[O:30])[CH2:25][CH2:26][CH2:27][CH2:28][CH3:29]. The catalyst is ClCCl. The product is [Br:13][C:8]1[CH:9]=[C:10]2[C:5](=[CH:6][CH:7]=1)[C:4](=[O:14])[CH:3]([NH:2][C:24](=[O:30])[CH2:25][CH2:26][CH2:27][CH2:28][CH3:29])[CH2:12][CH2:11]2. The yield is 0.890. (2) The reactants are [CH3:1][O:2][C:3]1([O:10][CH3:11])[CH2:8][CH2:7][O:6][CH2:5][C@@H:4]1[OH:9].[CH3:12]C([O-])(C)C.[K+].S(OC)(OC)(=O)=O.O. The catalyst is C1COCC1.C(Cl)Cl. The product is [CH3:12][O:9][C@@H:4]1[C:3]([O:10][CH3:11])([O:2][CH3:1])[CH2:8][CH2:7][O:6][CH2:5]1. The yield is 0.960.